From a dataset of Retrosynthesis with 50K atom-mapped reactions and 10 reaction types from USPTO. Predict the reactants needed to synthesize the given product. (1) Given the product Cn1cnc2ccc(Oc3ccc(N)cc3)cc2c1=O, predict the reactants needed to synthesize it. The reactants are: Cn1cnc2ccc(Oc3ccc([N+](=O)[O-])cc3)cc2c1=O. (2) Given the product CCc1c(N2CC[C@H](O)[C@@H]2C)ccc(C#N)c1Cl, predict the reactants needed to synthesize it. The reactants are: CCc1c(F)ccc(C#N)c1Cl.C[C@@H]1NCC[C@@H]1O. (3) Given the product CCN(CCCC(=O)O)c1cccc(C)c1, predict the reactants needed to synthesize it. The reactants are: CCOC(=O)CCCN(CC)c1cccc(C)c1. (4) Given the product CC(C)(C)OC(=O)NCc1ncc(CO)s1, predict the reactants needed to synthesize it. The reactants are: CC(C)(C)OC(=O)NCc1ncc(C=O)s1. (5) Given the product O=C(Nc1ccc(S(=O)(=O)N2CCOCC2)cc1)c1cnc(Cl)nc1Cl, predict the reactants needed to synthesize it. The reactants are: Nc1ccc(S(=O)(=O)N2CCOCC2)cc1.O=C(Cl)c1cnc(Cl)nc1Cl. (6) Given the product CC(C)C[C@H](NC(c1ccc(C(=O)N2CCN(C)CC2)cc1)C(F)(F)F)C(=O)NCC#N, predict the reactants needed to synthesize it. The reactants are: CC(C)C[C@H](NC(c1ccc(C(=O)O)cc1)C(F)(F)F)C(=O)NCC#N.CN1CCNCC1. (7) Given the product O=S(=O)(c1ccc(OC(F)(F)F)cc1)N1CCNCC1, predict the reactants needed to synthesize it. The reactants are: CC(C)(C)OC(=O)N1CCN(S(=O)(=O)c2ccc(OC(F)(F)F)cc2)CC1. (8) Given the product C1=C(c2cc3ccccc3s2)CCN(Cc2nc3ccccc3[nH]2)C1, predict the reactants needed to synthesize it. The reactants are: C1=C(c2cc3ccccc3s2)CCNC1.ClCc1nc2ccccc2[nH]1.